Dataset: NCI-60 drug combinations with 297,098 pairs across 59 cell lines. Task: Regression. Given two drug SMILES strings and cell line genomic features, predict the synergy score measuring deviation from expected non-interaction effect. (1) Drug 1: COCCOC1=C(C=C2C(=C1)C(=NC=N2)NC3=CC=CC(=C3)C#C)OCCOC.Cl. Drug 2: CC1C(C(CC(O1)OC2CC(CC3=C2C(=C4C(=C3O)C(=O)C5=CC=CC=C5C4=O)O)(C(=O)C)O)N)O. Cell line: CCRF-CEM. Synergy scores: CSS=52.0, Synergy_ZIP=-0.668, Synergy_Bliss=-0.454, Synergy_Loewe=1.81, Synergy_HSA=3.47. (2) Drug 1: CC1C(C(CC(O1)OC2CC(CC3=C2C(=C4C(=C3O)C(=O)C5=C(C4=O)C(=CC=C5)OC)O)(C(=O)C)O)N)O.Cl. Drug 2: CN(CCCl)CCCl.Cl. Cell line: HL-60(TB). Synergy scores: CSS=72.5, Synergy_ZIP=1.42, Synergy_Bliss=-0.725, Synergy_Loewe=-8.38, Synergy_HSA=-2.20.